Dataset: Reaction yield outcomes from USPTO patents with 853,638 reactions. Task: Predict the reaction yield, written as a fraction of the theoretical maximum amount of product (1.0 means a 100% yield; for example, 0.34 means a 34% yield). (1) The reactants are [F:1][C:2]1[CH:7]=[C:6]([F:8])[CH:5]=[CH:4][C:3]=1[C:9]([OH:30])([CH2:24][N:25]1[CH:29]=[N:28][N:27]=[N:26]1)[C:10]([C:13]1[N:18]=[CH:17][C:16](/[CH:19]=[CH:20]\[C:21](=[O:23])[CH3:22])=[CH:15][CH:14]=1)([F:12])[F:11].[BH4-].[Na+]. The catalyst is CO. The product is [F:1][C:2]1[CH:7]=[C:6]([F:8])[CH:5]=[CH:4][C:3]=1[C:9]([OH:30])([CH2:24][N:25]1[CH:29]=[N:28][N:27]=[N:26]1)[C:10]([C:13]1[N:18]=[CH:17][C:16](/[CH:19]=[CH:20]/[CH:21]([OH:23])[CH3:22])=[CH:15][CH:14]=1)([F:12])[F:11]. The yield is 0.500. (2) The reactants are Br[C:2]1[CH:7]=[CH:6][C:5]([NH:8][C:9]([C:11]2[NH:12][CH:13]=[C:14]([C:16]#[N:17])[N:15]=2)=[O:10])=[C:4]([C:18]2[CH2:23][CH2:22][C:21]([CH3:25])([CH3:24])[CH2:20][CH:19]=2)[CH:3]=1.C([Mg]Cl)(C)C.C([Li])(C)(C)C.[CH3:36][C:37]([CH3:39])=[O:38].[NH4+].[Cl-]. The catalyst is C1COCC1.CCOC(C)=O. The product is [CH3:24][C:21]1([CH3:25])[CH2:22][CH2:23][C:18]([C:4]2[CH:3]=[C:2]([C:37]([OH:38])([CH3:39])[CH3:36])[CH:7]=[CH:6][C:5]=2[NH:8][C:9]([C:11]2[NH:12][CH:13]=[C:14]([C:16]#[N:17])[N:15]=2)=[O:10])=[CH:19][CH2:20]1. The yield is 0.530. (3) The reactants are F[C:2]1[CH:3]=[C:4]([CH:7]=[C:8]([C:10]([F:13])([F:12])[F:11])[CH:9]=1)[C:5]#[N:6].C[C:15]1[NH:16][CH:17]=[CH:18][N:19]=1.[CH3:20]C(N(C)C)=O. No catalyst specified. The product is [CH3:20][C:18]1[N:19]=[CH:15][N:16]([C:2]2[CH:3]=[C:4]([CH:7]=[C:8]([C:10]([F:13])([F:12])[F:11])[CH:9]=2)[C:5]#[N:6])[CH:17]=1. The yield is 0.610. (4) The reactants are [CH2:1]([O:8][C:9]1[C:10]([C:36]([NH:38][CH2:39][C:40]([O:42][CH2:43][CH3:44])=[O:41])=[O:37])=[N:11][C:12]([CH2:23][CH:24]2[CH2:29][CH2:28][N:27]([C:30]3[CH:35]=[CH:34][CH:33]=[CH:32][CH:31]=3)[CH2:26][CH2:25]2)=[N:13]C=1OS(C(F)(F)F)(=O)=O)[C:2]1[CH:7]=[CH:6][CH:5]=[CH:4][CH:3]=1.[CH3:45][S-:46].[Na+].[CH3:48]N(C)C=O. No catalyst specified. The product is [CH2:1]([O:8][C:9]1[C:10]([C:36]([NH:38][CH2:39][C:40]([O:42][CH2:43][CH3:44])=[O:41])=[O:37])=[N:11][C:12]([CH2:23][CH:24]2[CH2:29][CH2:28][N:27]([C:30]3[CH:35]=[CH:34][CH:33]=[CH:32][CH:31]=3)[CH2:26][CH2:25]2)=[N:13][C:45]=1[S:46][CH3:48])[C:2]1[CH:7]=[CH:6][CH:5]=[CH:4][CH:3]=1. The yield is 0.690. (5) The reactants are [N+:1]([C:4]1[CH:12]=[C:11]2[C:7]([C:8]([C:13]#[N:14])=[CH:9][NH:10]2)=[CH:6][CH:5]=1)([O-])=O. The catalyst is CCO.[Pd]. The product is [NH2:1][C:4]1[CH:12]=[C:11]2[C:7]([C:8]([C:13]#[N:14])=[CH:9][NH:10]2)=[CH:6][CH:5]=1. The yield is 0.990. (6) The reactants are [Br:1][C:2]1[CH:3]=[CH:4][C:5]([C:9]([F:12])([F:11])[F:10])=[C:6]([CH:8]=1)[NH2:7].C(N(C(C)C)CC)(C)C.[C:22](Cl)(=[O:25])[CH:23]=[CH2:24]. The catalyst is ClCCl.C(=O)(O)[O-].[Na+]. The product is [Br:1][C:2]1[CH:3]=[CH:4][C:5]([C:9]([F:10])([F:11])[F:12])=[C:6]([NH:7][C:22](=[O:25])[CH:23]=[CH2:24])[CH:8]=1. The yield is 0.350. (7) The yield is 0.990. The reactants are [CH3:1][O:2][C:3](=[O:10])[C@@H:4]1[CH2:8][CH:7]([CH3:9])[CH2:6][NH:5]1.C(=O)([O-])O.[Na+].Cl[C:17]([O:19][CH2:20][C:21]1[CH:26]=[CH:25][CH:24]=[CH:23][CH:22]=1)=[O:18]. The product is [CH3:1][O:2][C:3](=[O:10])[C@@H:4]1[CH2:8][CH:7]([CH3:9])[CH2:6][N:5]1[C:17]([O:19][CH2:20][C:21]1[CH:26]=[CH:25][CH:24]=[CH:23][CH:22]=1)=[O:18]. The catalyst is C1(C)C=CC=CC=1.O. (8) The reactants are [NH2:1][C:2]1[CH:3]=[C:4]([CH:8]=[CH:9][CH:10]=1)[C:5]([OH:7])=[O:6].S(Cl)([Cl:13])=O.[CH3:15]O. No catalyst specified. The product is [ClH:13].[NH2:1][C:2]1[CH:3]=[C:4]([CH:8]=[CH:9][CH:10]=1)[C:5]([O:7][CH3:15])=[O:6]. The yield is 0.980. (9) The reactants are Cl[CH2:2][CH2:3][NH:4][C:5]([C:7]1[NH:8][C:9]2[C:14]([CH:15]=1)=[CH:13][CH:12]=[CH:11][C:10]=2[N+:16]([O-:18])=[O:17])=O.COC1C=CC(P2(SP(C3C=CC(OC)=CC=3)(=S)S2)=[S:28])=CC=1. The catalyst is ClC(Cl)C.C1(C)C=CC=CC=1. The product is [S:28]1[CH2:2][CH2:3][N:4]=[C:5]1[C:7]1[NH:8][C:9]2[C:14]([CH:15]=1)=[CH:13][CH:12]=[CH:11][C:10]=2[N+:16]([O-:18])=[O:17]. The yield is 0.220. (10) The product is [CH:19]([C:18]1[N:14]([C:8]2[S:9][C:10]3[CH2:11][CH2:12][O:13][C:4]4[CH:3]=[C:2]([C:32]5[CH:33]=[N:34][NH:35][CH:36]=5)[CH:23]=[CH:22][C:5]=4[C:6]=3[N:7]=2)[N:15]=[CH:16][N:17]=1)([CH3:21])[CH3:20]. The catalyst is C(#N)C.O.C(OCC)(=O)C.[Pd].C1(P(C2C=CC=CC=2)C2C=CC=CC=2)C=CC=CC=1.C1(P(C2C=CC=CC=2)C2C=CC=CC=2)C=CC=CC=1.C1(P(C2C=CC=CC=2)C2C=CC=CC=2)C=CC=CC=1.C1(P(C2C=CC=CC=2)C2C=CC=CC=2)C=CC=CC=1. The reactants are Br[C:2]1[CH:23]=[CH:22][C:5]2[C:6]3[N:7]=[C:8]([N:14]4[C:18]([CH:19]([CH3:21])[CH3:20])=[N:17][CH:16]=[N:15]4)[S:9][C:10]=3[CH2:11][CH2:12][O:13][C:4]=2[CH:3]=1.CC1(C)C(C)(C)OB([C:32]2[CH:33]=[N:34][NH:35][CH:36]=2)O1.C(=O)([O-])[O-].[Na+].[Na+]. The yield is 0.200.